This data is from Full USPTO retrosynthesis dataset with 1.9M reactions from patents (1976-2016). The task is: Predict the reactants needed to synthesize the given product. Given the product [OH:25][CH2:21][CH2:22][C:23]#[C:24][C:2]1[C:7]2[N:8]([C:11]3[CH:16]=[CH:15][CH:14]=[CH:13][CH:12]=3)[CH:9]=[N:10][C:6]=2[CH:5]=[C:4]([C:17]([F:20])([F:19])[F:18])[CH:3]=1, predict the reactants needed to synthesize it. The reactants are: I[C:2]1[C:7]2[N:8]([C:11]3[CH:16]=[CH:15][CH:14]=[CH:13][CH:12]=3)[CH:9]=[N:10][C:6]=2[CH:5]=[C:4]([C:17]([F:20])([F:19])[F:18])[CH:3]=1.[CH2:21]([OH:25])[CH2:22][C:23]#[CH:24].[Cl-].[NH4+].